Task: Predict the reactants needed to synthesize the given product.. Dataset: Full USPTO retrosynthesis dataset with 1.9M reactions from patents (1976-2016) (1) Given the product [C:26]([NH:30][S:31]([C:34]1[C:35]([O:49][CH3:50])=[N:36][CH:37]=[C:38]([C:2]2[N:7]=[C:6]([N:8]3[CH2:16][C:15]4[C:10](=[N:11][CH:12]=[CH:13][CH:14]=4)[CH2:9]3)[C:5]3=[C:17]([C:20]4[CH:25]=[CH:24][CH:23]=[CH:22][CH:21]=4)[CH:18]=[CH:19][N:4]3[N:3]=2)[CH:39]=1)(=[O:33])=[O:32])([CH3:29])([CH3:28])[CH3:27], predict the reactants needed to synthesize it. The reactants are: Cl[C:2]1[N:7]=[C:6]([N:8]2[CH2:16][C:15]3[C:10](=[N:11][CH:12]=[CH:13][CH:14]=3)[CH2:9]2)[C:5]2=[C:17]([C:20]3[CH:25]=[CH:24][CH:23]=[CH:22][CH:21]=3)[CH:18]=[CH:19][N:4]2[N:3]=1.[C:26]([NH:30][S:31]([C:34]1[C:35]([O:49][CH3:50])=[N:36][CH:37]=[C:38](B2OC(C)(C)C(C)(C)O2)[CH:39]=1)(=[O:33])=[O:32])([CH3:29])([CH3:28])[CH3:27].C([O-])([O-])=O.[K+].[K+]. (2) Given the product [CH3:1][C:2]1[CH:16]=[C:15]([CH3:17])[CH:14]=[CH:13][C:3]=1[S:4][C:5]1[CH:12]=[CH:11][C:8]([CH2:9][NH2:10])=[CH:7][CH:6]=1, predict the reactants needed to synthesize it. The reactants are: [CH3:1][C:2]1[CH:16]=[C:15]([CH3:17])[CH:14]=[CH:13][C:3]=1[S:4][C:5]1[CH:12]=[CH:11][C:8]([C:9]#[N:10])=[CH:7][CH:6]=1.C1COCC1.[H-].[Al+3].[Li+].[H-].[H-].[H-].[OH-].[Na+]. (3) Given the product [Cl:1][C:2]1[CH:3]=[CH:4][C:5]([CH2:8]/[C:9](/[N+:10]([O-:12])=[O:11])=[CH:19]\[CH2:18][CH2:17][CH2:16][CH:15]=[O:14])=[CH:6][CH:7]=1, predict the reactants needed to synthesize it. The reactants are: [Cl:1][C:2]1[CH:7]=[CH:6][C:5]([CH2:8][CH2:9][N+:10]([O-:12])=[O:11])=[CH:4][CH:3]=1.C[O:14][CH:15](OC)[CH2:16][CH2:17][CH2:18][CH:19]=O.